Predict which catalyst facilitates the given reaction. From a dataset of Catalyst prediction with 721,799 reactions and 888 catalyst types from USPTO. (1) Reactant: [CH2:1]([C@H:8]([NH:39]C(=O)OC(C)(C)C)[C@@H:9]([OH:38])[CH2:10][C@@H:11]([NH:25][C:26](=[O:37])[C@H:27]([C:33]([CH3:36])([CH3:35])[CH3:34])[NH:28][C:29]([O:31][CH3:32])=[O:30])[CH2:12][C:13]1[CH:18]=[CH:17][C:16]([C:19]2[CH:20]=[N:21][CH:22]=[CH:23][CH:24]=2)=[CH:15][CH:14]=1)[C:2]1[CH:7]=[CH:6][CH:5]=[CH:4][CH:3]=1.FC(F)(F)C(O)=O. Product: [NH2:39][C@@H:8]([CH2:1][C:2]1[CH:3]=[CH:4][CH:5]=[CH:6][CH:7]=1)[C@@H:9]([OH:38])[CH2:10][C@@H:11]([NH:25][C:26](=[O:37])[C@H:27]([C:33]([CH3:36])([CH3:35])[CH3:34])[NH:28][C:29]([O:31][CH3:32])=[O:30])[CH2:12][C:13]1[CH:18]=[CH:17][C:16]([C:19]2[CH:20]=[N:21][CH:22]=[CH:23][CH:24]=2)=[CH:15][CH:14]=1. The catalyst class is: 4. (2) Reactant: [NH:1]1[C:9]2[C:4](=[CH:5][C:6]([NH:10][C:11]3[CH:20]=[CH:19][C:18]([Cl:21])=[CH:17][C:12]=3[C:13]([O:15][CH3:16])=[O:14])=[CH:7][CH:8]=2)[CH:3]=[CH:2]1.C(=O)([O-])[O-].[Cs+].[Cs+].O.C(OCC)(=O)C.F[C:36]1[CH:41]=[CH:40][CH:39]=[CH:38][C:37]=1[N+:42]([O-:44])=[O:43]. Product: [Cl:21][C:18]1[CH:19]=[CH:20][C:11]([NH:10][C:6]2[CH:5]=[C:4]3[C:9](=[CH:8][CH:7]=2)[N:1]([C:36]2[CH:41]=[CH:40][CH:39]=[CH:38][C:37]=2[N+:42]([O-:44])=[O:43])[CH:2]=[CH:3]3)=[C:12]([CH:17]=1)[C:13]([O:15][CH3:16])=[O:14]. The catalyst class is: 16. (3) Reactant: C[CH2:2][N:3]([CH2:6][CH3:7])[CH2:4][CH3:5].[C:8]1([S:14](Cl)(=[O:16])=[O:15])[CH:13]=[CH:12][CH:11]=[CH:10][CH:9]=1.[N:18]#[C:19]N.C(O)(C(F)(F)F)=O.BrC#[N:30]. Product: [C:2]([N:3]1[CH2:6][CH2:7][CH:5]([CH2:19][NH:18][S:14]([C:8]2[CH:13]=[CH:12][CH:11]=[CH:10][CH:9]=2)(=[O:16])=[O:15])[CH2:4]1)#[N:30]. The catalyst class is: 91. (4) Reactant: [C:1]([O:5][CH2:6][CH2:7][CH2:8][CH2:9][O:10][C:11]1[C:21]([O:22][CH2:23][CH2:24][CH2:25][CH2:26][O:27][C:28](=[O:31])[CH:29]=[CH2:30])=[C:20]([O:32][CH2:33][CH2:34][CH2:35][CH2:36][O:37][C:38](=[O:41])[CH:39]=[CH2:40])[CH:19]=[CH:18][C:12]=1[CH:13]=[CH:14][C:15]([OH:17])=[O:16])(=[O:4])[CH:2]=[CH2:3].S(Cl)(Cl)=O.[C:46]1([CH3:52])[CH:51]=[CH:50][CH:49]=[CH:48][CH:47]=1. Product: [C:1]([O:5][CH2:6][CH2:7][CH2:8][CH2:9][O:10][C:11]1[C:21]([O:22][CH2:23][CH2:24][CH2:25][CH2:26][O:27][C:28](=[O:31])[CH:29]=[CH2:30])=[C:20]([O:32][CH2:33][CH2:34][CH2:35][CH2:36][O:37][C:38](=[O:41])[CH:39]=[CH2:40])[CH:19]=[CH:18][C:12]=1[CH:13]=[CH:14][C:15]([O:17][C:49]1[CH:50]=[CH:51][C:46]([C:52]2[CH:20]=[CH:21][C:11]([O:16][C:15](=[O:17])[CH:14]=[CH:13][C:12]3[CH:18]=[CH:19][C:20]([O:32][CH2:33][CH2:34][CH2:35][CH2:36][O:37][C:38](=[O:41])[CH:39]=[CH2:40])=[C:21]([O:22][CH2:23][CH2:24][CH2:25][CH2:26][O:27][C:28](=[O:31])[CH:29]=[CH2:30])[C:11]=3[O:10][CH2:9][CH2:8][CH2:7][CH2:6][O:5][C:1](=[O:4])[CH:2]=[CH2:3])=[CH:12][CH:13]=2)=[CH:47][CH:48]=1)=[O:16])(=[O:4])[CH:2]=[CH2:3]. The catalyst class is: 35. (5) Reactant: N1C=CN=C1.Cl[Si:7]([C:10]([CH3:13])([CH3:12])[CH3:11])([CH3:9])[CH3:8].[CH3:14][O:15][CH2:16][O:17][C:18]1[CH:19]=[C:20]([CH2:24][OH:25])[CH:21]=[CH:22][CH:23]=1. Product: [CH3:11][C:10]([Si:7]([CH3:9])([CH3:8])[O:25][CH2:24][C:20]1[CH:21]=[CH:22][CH:23]=[C:18]([O:17][CH2:16][O:15][CH3:14])[CH:19]=1)([CH3:13])[CH3:12]. The catalyst class is: 4. (6) Reactant: [C:1]([C:3]1[CH:11]=[CH:10][CH:9]=[C:8]2[C:4]=1[CH:5]=[CH:6][NH:7]2)#[N:2].C([O-])(O)=O.[Na+].[NH2:17][OH:18].Cl. Product: [OH:18][NH:17][C:1]([C:3]1[C:4]2[CH:5]=[CH:6][NH:7][C:8]=2[CH:9]=[CH:10][CH:11]=1)=[NH:2]. The catalyst class is: 14.